Dataset: Forward reaction prediction with 1.9M reactions from USPTO patents (1976-2016). Task: Predict the product of the given reaction. (1) Given the reactants [CH3:1][C:2]1[CH:7]=[CH:6][C:5]([C:8]2[O:9][C:10]([CH3:13])=[N:11][N:12]=2)=[CH:4][C:3]=1[C:14]1[CH:19]=[CH:18][C:17]([C:20](O)=[O:21])=[CH:16][CH:15]=1.C1C=CC2N(O)N=NC=2C=1.Cl.CN(C)CCCN=C=NCC.[CH3:45][C:46]([CH3:51])([CH3:50])[CH2:47][CH2:48][NH2:49], predict the reaction product. The product is: [CH3:45][C:46]([CH3:51])([CH3:50])[CH2:47][CH2:48][NH:49][C:20]([C:17]1[CH:16]=[CH:15][C:14]([C:3]2[CH:4]=[C:5]([C:8]3[O:9][C:10]([CH3:13])=[N:11][N:12]=3)[CH:6]=[CH:7][C:2]=2[CH3:1])=[CH:19][CH:18]=1)=[O:21]. (2) Given the reactants [NH2:1][C:2]([NH:4][C:5]1[CH:9]=[C:8]([C:10]2[CH:15]=[CH:14][C:13]([Cl:16])=[CH:12][CH:11]=2)[S:7][C:6]=1[C:17]([O:19]C)=O)=[O:3].C[Al](C)C.[NH2:25][C@H:26]1[CH2:31][CH2:30][CH2:29][N:28]([C:32]([O:34][C:35]([CH3:38])([CH3:37])[CH3:36])=[O:33])[CH2:27]1.[C@H](O)(C([O-])=O)[C@@H](O)C([O-])=O.[Na+].[K+], predict the reaction product. The product is: [NH2:1][C:2]([NH:4][C:5]1[CH:9]=[C:8]([C:10]2[CH:11]=[CH:12][C:13]([Cl:16])=[CH:14][CH:15]=2)[S:7][C:6]=1[C:17]([NH:25][C@H:26]1[CH2:31][CH2:30][CH2:29][N:28]([C:32]([O:34][C:35]([CH3:38])([CH3:37])[CH3:36])=[O:33])[CH2:27]1)=[O:19])=[O:3]. (3) The product is: [Br:19][CH2:20][CH2:21][CH2:22][N:6]([CH2:3][CH2:4][CH3:5])[S:7]([C:10]1[C:15]([CH3:16])=[CH:14][C:13]([CH3:17])=[CH:12][C:11]=1[CH3:18])(=[O:9])=[O:8]. Given the reactants [H-].[Na+].[CH2:3]([NH:6][S:7]([C:10]1[C:15]([CH3:16])=[CH:14][C:13]([CH3:17])=[CH:12][C:11]=1[CH3:18])(=[O:9])=[O:8])[CH2:4][CH3:5].[Br:19][CH2:20][CH2:21][CH2:22]Br.CCCCCC.CCOC(C)=O, predict the reaction product. (4) Given the reactants C[N:2](C)/[CH:3]=[CH:4]/[C:5]([C:7]1[C:12](=[O:13])[CH:11]=[CH:10][N:9]([C:14]2[CH:19]=[CH:18][CH:17]=[CH:16][CH:15]=2)[N:8]=1)=O.[Cl:21][C:22]1[CH:23]=[C:24]([NH:28]N)[CH:25]=[CH:26][CH:27]=1, predict the reaction product. The product is: [Cl:21][C:22]1[CH:23]=[C:24]([N:28]2[C:5]([C:7]3[C:12](=[O:13])[CH:11]=[CH:10][N:9]([C:14]4[CH:19]=[CH:18][CH:17]=[CH:16][CH:15]=4)[N:8]=3)=[CH:4][CH:3]=[N:2]2)[CH:25]=[CH:26][CH:27]=1.